Dataset: Reaction yield outcomes from USPTO patents with 853,638 reactions. Task: Predict the reaction yield, written as a fraction of the theoretical maximum amount of product (1.0 means a 100% yield; for example, 0.34 means a 34% yield). The reactants are [CH3:1][O:2][C:3]([C:5]1[S:6][C:7]([C:11]2[CH:16]=[CH:15][CH:14]=[CH:13][CH:12]=2)=[CH:8][C:9]=1[NH2:10])=[O:4].[Cl:17][C:18]1[CH:26]=[CH:25][C:21]([C:22](Cl)=[O:23])=[CH:20][CH:19]=1. The catalyst is N1C=CC=CC=1. The product is [CH3:1][O:2][C:3]([C:5]1[S:6][C:7]([C:11]2[CH:16]=[CH:15][CH:14]=[CH:13][CH:12]=2)=[CH:8][C:9]=1[NH:10][C:22](=[O:23])[C:21]1[CH:25]=[CH:26][C:18]([Cl:17])=[CH:19][CH:20]=1)=[O:4]. The yield is 0.910.